This data is from Full USPTO retrosynthesis dataset with 1.9M reactions from patents (1976-2016). The task is: Predict the reactants needed to synthesize the given product. (1) Given the product [CH3:6][N:7]1[C:15]2[C:10](=[CH:11][C:12]([C:16]3[NH:17][C:18]4[N:19]([N:23]=[CH:24][C:25]=4[C:26]([NH2:27])=[O:2])[C:20](=[O:22])[CH:21]=3)=[CH:13][CH:14]=2)[CH:9]=[N:8]1, predict the reactants needed to synthesize it. The reactants are: S(=O)(=O)(O)[OH:2].[CH3:6][N:7]1[C:15]2[C:10](=[CH:11][C:12]([C:16]3[NH:17][C:18]4[N:19]([N:23]=[CH:24][C:25]=4[C:26]#[N:27])[C:20](=[O:22])[CH:21]=3)=[CH:13][CH:14]=2)[CH:9]=[N:8]1. (2) Given the product [OH:4][CH:5]1[CH2:17][CH2:16][CH:15]([CH3:18])[CH:14]([O:19][C:20]([N:22]2[CH2:27][CH2:26][N:25]([CH:28]3[CH2:29][CH2:30][N:31]([CH3:34])[CH2:32][CH2:33]3)[CH2:24][CH2:23]2)=[O:21])[CH:13]=[CH:12][CH:11]([CH3:35])[CH:10](/[C:36](/[CH3:61])=[CH:37]/[CH:38]=[CH:39]/[C:40]([OH:60])([CH3:59])[CH2:41][CH:42]2[O:58][CH:43]2[CH:44]([CH3:57])[CH:45]([OH:48])[CH2:46][CH3:47])[O:9][C:7](=[O:8])[CH2:6]1, predict the reactants needed to synthesize it. The reactants are: C([Si](CC)(C(C)C)[O:4][CH:5]1[CH2:17][CH2:16][CH:15]([CH3:18])[CH:14]([O:19][C:20]([N:22]2[CH2:27][CH2:26][N:25]([CH:28]3[CH2:33][CH2:32][N:31]([CH3:34])[CH2:30][CH2:29]3)[CH2:24][CH2:23]2)=[O:21])[CH:13]=[CH:12][CH:11]([CH3:35])[CH:10](/[C:36](/[CH3:61])=[CH:37]/[CH:38]=[CH:39]/[C:40]([OH:60])([CH3:59])[CH2:41][CH:42]2[O:58][CH:43]2[CH:44]([CH3:57])[CH:45]([O:48][Si](CC)(CC)C(C)C)[CH2:46][CH3:47])[O:9][C:7](=[O:8])[CH2:6]1)C.[F-].C([N+](CCCC)(CCCC)CCCC)CCC. (3) Given the product [NH:2]=[C:1]([N:37]1[CH2:38][CH2:39][N:34]([CH3:33])[CH2:35][CH2:36]1)[C:3]1[CH:4]=[C:5]([NH:9][C:10](=[O:32])[NH:11][C:12]2[CH:17]=[CH:16][C:15]([S:18]([NH:21][C:22]3[CH:27]=[CH:26][C:25]([S:28](=[O:30])(=[O:31])[NH2:29])=[CH:24][CH:23]=3)(=[O:20])=[O:19])=[CH:14][CH:13]=2)[CH:6]=[CH:7][CH:8]=1, predict the reactants needed to synthesize it. The reactants are: [C:1]([C:3]1[CH:4]=[C:5]([NH:9][C:10](=[O:32])[NH:11][C:12]2[CH:17]=[CH:16][C:15]([S:18]([NH:21][C:22]3[CH:27]=[CH:26][C:25]([S:28](=[O:31])(=[O:30])[NH2:29])=[CH:24][CH:23]=3)(=[O:20])=[O:19])=[CH:14][CH:13]=2)[CH:6]=[CH:7][CH:8]=1)#[N:2].[CH3:33][N:34]1[CH2:39][CH2:38][NH:37][CH2:36][CH2:35]1.CCN(C(C)C)C(C)C. (4) Given the product [C:17]([C:14]1[CH:15]=[CH:16][C:11]([C:8]2[O:9][C:10]([C:26]([OH:22])=[O:20])=[CH:6][N:7]=2)=[C:12]([F:19])[CH:13]=1)#[N:18], predict the reactants needed to synthesize it. The reactants are: C(OC([C:6]1[N:7]=[C:8]([C:11]2[CH:16]=[CH:15][C:14]([C:17]#[N:18])=[CH:13][C:12]=2[F:19])[O:9][CH:10]=1)=O)C.[OH-:20].[Na+].[O:22]1[CH2:26]CCC1. (5) Given the product [C:1]([C:3]1[CH:4]=[CH:5][C:6]([N:9]2[C:13]([C:14]3[CH:19]=[CH:18][C:17]([CH3:20])=[CH:16][CH:15]=3)=[CH:12][C:11]([N:21]([CH2:40][C@H:41]3[CH2:45][CH2:44][N:43]([C:46]([O:48][C:49]([CH3:50])([CH3:52])[CH3:51])=[O:47])[CH2:42]3)[C:22]([O:23][C:24]([CH3:25])([CH3:27])[CH3:26])=[O:28])=[N:10]2)=[CH:7][CH:8]=1)#[N:2], predict the reactants needed to synthesize it. The reactants are: [C:1]([C:3]1[CH:8]=[CH:7][C:6]([N:9]2[C:13]([C:14]3[CH:19]=[CH:18][C:17]([CH3:20])=[CH:16][CH:15]=3)=[CH:12][C:11]([NH:21][C:22](=[O:28])[O:23][C:24]([CH3:27])([CH3:26])[CH3:25])=[N:10]2)=[CH:5][CH:4]=1)#[N:2].CC1C=CC(S(O[CH2:40][C@H:41]2[CH2:45][CH2:44][N:43]([C:46]([O:48][C:49]([CH3:52])([CH3:51])[CH3:50])=[O:47])[CH2:42]2)(=O)=O)=CC=1.